From a dataset of Forward reaction prediction with 1.9M reactions from USPTO patents (1976-2016). Predict the product of the given reaction. (1) Given the reactants [CH3:1][C:2]1[C:7]([CH3:8])=[CH:6][CH:5]=[CH:4][C:3]=1B(O)O.Cl[C:13]1[N:18]=[C:17]([NH2:19])[N:16]=[C:15]([NH:20][CH:21]([CH3:23])[CH3:22])[CH:14]=1, predict the reaction product. The product is: [CH3:1][C:2]1[C:7]([CH3:8])=[CH:6][CH:5]=[CH:4][C:3]=1[C:13]1[N:18]=[C:17]([NH2:19])[N:16]=[C:15]([NH:20][CH:21]([CH3:23])[CH3:22])[CH:14]=1. (2) The product is: [Br:1][C:2]1[CH:11]=[C:10]2[C:5]([CH:6]=[CH:7][C:8](=[O:12])[N:9]2[CH2:18][CH2:19][N:20]2[CH2:25][CH2:24][C@H:23]([NH:26][C:27](=[O:28])[O:29][C:30]([CH3:31])([CH3:33])[CH3:32])[C@H:22]([O:34][CH3:35])[CH2:21]2)=[CH:4][CH:3]=1. Given the reactants [Br:1][C:2]1[CH:11]=[C:10]2[C:5]([CH:6]=[CH:7][C:8](=[O:12])[NH:9]2)=[CH:4][CH:3]=1.CS(O[CH2:18][CH2:19][N:20]1[CH2:25][CH2:24][C@H:23]([NH:26][C:27]([O:29][C:30]([CH3:33])([CH3:32])[CH3:31])=[O:28])[C@H:22]([O:34][CH3:35])[CH2:21]1)(=O)=O.[H-].[Na+].CO[C@@H]1[C@H](NC(=O)OC(C)(C)C)CCN(CCN2C3C(=CC=C(OC)C=3)N=CC2=O)C1, predict the reaction product. (3) The product is: [CH3:1][C:2]1[CH:7]=[C:6]2[C:5](=[C:4]([N+:17]([O-:19])=[O:18])[CH:3]=1)[NH:16][C:9]([C:10]1[CH:15]=[CH:14][CH:13]=[CH:12][CH:11]=1)=[CH:8]2. Given the reactants [CH3:1][C:2]1[CH:7]=[C:6]([C:8]#[C:9][C:10]2[CH:15]=[CH:14][CH:13]=[CH:12][CH:11]=2)[C:5]([NH2:16])=[C:4]([N+:17]([O-:19])=[O:18])[CH:3]=1.CC(C)([O-])C.[K+].O, predict the reaction product. (4) Given the reactants Cl[C:2]1[CH:3]=[CH:4][N:5]2[C:10]([C:11]=1[CH3:12])=[C:9]([CH:13]1[CH2:15][CH2:14]1)[CH:8]=[C:7]([C:16]([O:18][CH3:19])=[O:17])[C:6]2=[O:20].CC1(C)C(C)(C)OB([C:29]2[CH:30]=[C:31]3[C:35](=[CH:36][CH:37]=2)[NH:34][N:33]=[C:32]3[NH2:38])O1, predict the reaction product. The product is: [NH2:38][C:32]1[C:31]2[C:35](=[CH:36][CH:37]=[C:29]([C:2]3[CH:3]=[CH:4][N:5]4[C:10]([C:11]=3[CH3:12])=[C:9]([CH:13]3[CH2:15][CH2:14]3)[CH:8]=[C:7]([C:16]([O:18][CH3:19])=[O:17])[C:6]4=[O:20])[CH:30]=2)[NH:34][N:33]=1. (5) Given the reactants [CH2:1]([O:8][N:9]1[C:17]2[C:12](=[N:13][CH:14]=[C:15](Br)[CH:16]=2)[CH:11]=[CH:10]1)[C:2]1[CH:7]=[CH:6][CH:5]=[CH:4][CH:3]=1.[S:19]1[C:23]2[CH:24]=[CH:25][CH:26]=[CH:27][C:22]=2[C:21](B(O)O)=[CH:20]1, predict the reaction product. The product is: [S:19]1[C:23]2[CH:24]=[CH:25][CH:26]=[CH:27][C:22]=2[C:21]([C:15]2[CH:16]=[C:17]3[N:9]([O:8][CH2:1][C:2]4[CH:7]=[CH:6][CH:5]=[CH:4][CH:3]=4)[CH:10]=[CH:11][C:12]3=[N:13][CH:14]=2)=[CH:20]1. (6) The product is: [Br:28][CH2:29][CH2:30][CH2:31][N:13]1[C:14]2[CH:19]=[CH:18][N:17]=[C:16]([NH2:20])[C:15]=2[N:21]=[C:12]1[S:11][C:1]1[C:10]2[C:5](=[CH:6][CH:7]=[CH:8][CH:9]=2)[CH:4]=[CH:3][CH:2]=1. Given the reactants [C:1]1([S:11][C:12]2[NH:13][C:14]3[CH:19]=[CH:18][N:17]=[C:16]([NH2:20])[C:15]=3[N:21]=2)[C:10]2[C:5](=[CH:6][CH:7]=[CH:8][CH:9]=2)[CH:4]=[CH:3][CH:2]=1.C([O-])([O-])=O.[Cs+].[Cs+].[Br:28][CH2:29][CH2:30][CH2:31]Br, predict the reaction product. (7) The product is: [F:19][C:20]1[CH:25]=[CH:24][C:23]([N:26]2[C:4]([C:6]3[CH:16]=[CH:15][C:9]4[O:10][CH2:11][C:12](=[O:14])[NH:13][C:8]=4[CH:7]=3)=[CH:3][C:2]([CH3:17])=[N:27]2)=[CH:22][CH:21]=1. Given the reactants O[C:2]([CH3:17])=[CH:3][C:4]([C:6]1[CH:16]=[CH:15][C:9]2[O:10][CH2:11][C:12](=[O:14])[NH:13][C:8]=2[CH:7]=1)=O.Cl.[F:19][C:20]1[CH:25]=[CH:24][C:23]([NH:26][NH2:27])=[CH:22][CH:21]=1.C(N(CC)CC)C, predict the reaction product. (8) Given the reactants Cl.Cl.[N:3]1[CH:8]=[CH:7][CH:6]=[CH:5][C:4]=1[CH2:9][N:10]1[C:18]2[C:13](=[CH:14][C:15]([OH:19])=[CH:16][CH:17]=2)[C:12]([CH3:21])([CH3:20])[CH2:11]1.Cl[C:23]([O:25][C:26]1C=C[C:29]([N+:32]([O-])=O)=[CH:28][CH:27]=1)=O.C(N(C(C)C)CC)(C)C.[O:44]1CCC(CN)[CH2:45]1, predict the reaction product. The product is: [O:25]1[CH2:26][CH2:27][CH:28]([CH2:29][NH:32][C:45](=[O:44])[O:19][C:15]2[CH:14]=[C:13]3[C:18](=[CH:17][CH:16]=2)[N:10]([CH2:9][C:4]2[CH:5]=[CH:6][CH:7]=[CH:8][N:3]=2)[CH2:11][C:12]3([CH3:21])[CH3:20])[CH2:23]1.